Dataset: Peptide-MHC class I binding affinity with 185,985 pairs from IEDB/IMGT. Task: Regression. Given a peptide amino acid sequence and an MHC pseudo amino acid sequence, predict their binding affinity value. This is MHC class I binding data. (1) The peptide sequence is RELYYRLKF. The MHC is HLA-A31:01 with pseudo-sequence HLA-A31:01. The binding affinity (normalized) is 0.0847. (2) The MHC is HLA-A31:01 with pseudo-sequence HLA-A31:01. The binding affinity (normalized) is 0.669. The peptide sequence is IARLVYKAR. (3) The peptide sequence is SSVLTILYY. The MHC is HLA-A68:01 with pseudo-sequence HLA-A68:01. The binding affinity (normalized) is 0.366. (4) The MHC is HLA-B46:01 with pseudo-sequence HLA-B46:01. The binding affinity (normalized) is 0.0847. The peptide sequence is APKEFRGAL. (5) The peptide sequence is GGWRFQGSW. The binding affinity (normalized) is 0.802. The MHC is HLA-B57:01 with pseudo-sequence HLA-B57:01.